Dataset: TCR-epitope binding with 47,182 pairs between 192 epitopes and 23,139 TCRs. Task: Binary Classification. Given a T-cell receptor sequence (or CDR3 region) and an epitope sequence, predict whether binding occurs between them. (1) The epitope is RPHERNGFTVL. The TCR CDR3 sequence is CASSPNRNTEAFF. Result: 1 (the TCR binds to the epitope). (2) The epitope is FVDGVPFVV. The TCR CDR3 sequence is CASSSLRDPLHF. Result: 1 (the TCR binds to the epitope). (3) The epitope is YLNTLTLAV. The TCR CDR3 sequence is CASSMTVNEKLFF. Result: 1 (the TCR binds to the epitope). (4) The epitope is HSKKKCDEL. The TCR CDR3 sequence is CAVRLMENYGYTF. Result: 1 (the TCR binds to the epitope). (5) The epitope is AIMTRCLAV. The TCR CDR3 sequence is CASSLGGTSGMGDGYEQYF. Result: 0 (the TCR does not bind to the epitope). (6) The epitope is YIFFASFYY. The TCR CDR3 sequence is CASRFGIECNQPQHF. Result: 1 (the TCR binds to the epitope). (7) The epitope is EILDITPCSF. The TCR CDR3 sequence is CASSPDSSYEQYF. Result: 1 (the TCR binds to the epitope). (8) The TCR CDR3 sequence is CASSLWDSGEQYF. The epitope is RQLLFVVEV. Result: 1 (the TCR binds to the epitope). (9) The epitope is AVFDRKSDAK. The TCR CDR3 sequence is CASSYGGGTEAFF. Result: 1 (the TCR binds to the epitope). (10) The epitope is KAYNVTQAF. The TCR CDR3 sequence is CASSPLGIYEQYF. Result: 1 (the TCR binds to the epitope).